Binary Classification. Given a drug SMILES string, predict its activity (active/inactive) in a high-throughput screening assay against a specified biological target. From a dataset of HIV replication inhibition screening data with 41,000+ compounds from the AIDS Antiviral Screen. (1) The compound is CCCCCCCCOP(=O)(C=Cc1ccccc1)OCCCCCCCC. The result is 0 (inactive). (2) The compound is Nc1c(Cl)ncnc1NC1CC1CO. The result is 0 (inactive). (3) The molecule is O=C(O)COc1ccc(O)c2c1C(=O)CCCC2=O. The result is 0 (inactive). (4) The drug is COc1nc(=O)n(C2CC(N=[N+]=[N-])C(CO)O2)cc1C. The result is 1 (active).